From a dataset of Full USPTO retrosynthesis dataset with 1.9M reactions from patents (1976-2016). Predict the reactants needed to synthesize the given product. (1) Given the product [CH2:22]([N:7]1[CH2:6][CH2:5][N:4]2[CH:8]=[C:9]([C:11]([O:13][CH2:14][CH3:15])=[O:12])[CH:10]=[C:3]2[C:2]1=[O:1])[C:23]1[CH:28]=[CH:27][CH:26]=[CH:25][CH:24]=1, predict the reactants needed to synthesize it. The reactants are: [O:1]=[C:2]1[NH:7][CH2:6][CH2:5][N:4]2[CH:8]=[C:9]([C:11]([O:13][CH2:14][CH3:15])=[O:12])[CH:10]=[C:3]12.C(=O)([O-])[O-].[Cs+].[Cs+].[CH2:22](Br)[C:23]1[CH:28]=[CH:27][CH:26]=[CH:25][CH:24]=1. (2) Given the product [Si:23]([O:1][CH2:2][C:3]([C:5]1[CH:6]=[CH:7][C:8]([N+:11]([O-:13])=[O:12])=[CH:9][CH:10]=1)=[O:4])([C:19]([CH3:22])([CH3:21])[CH3:20])([CH3:25])[CH3:24], predict the reactants needed to synthesize it. The reactants are: [OH:1][CH2:2][C:3]([C:5]1[CH:10]=[CH:9][C:8]([N+:11]([O-:13])=[O:12])=[CH:7][CH:6]=1)=[O:4].N1C=CN=C1.[C:19]([Si:23](Cl)([CH3:25])[CH3:24])([CH3:22])([CH3:21])[CH3:20].O. (3) Given the product [CH3:2][O:3][N:4]1[CH2:10][CH2:9][N:8]2[C:21](=[O:20])[CH:22]([C:28]3[C:33]([CH3:34])=[CH:32][C:31]([CH3:35])=[CH:30][C:29]=3[CH3:36])[C:23](=[O:24])[N:7]2[CH2:6][CH2:5]1, predict the reactants needed to synthesize it. The reactants are: Cl.[CH3:2][O:3][N:4]1[CH2:10][CH2:9][NH:8][NH:7][CH2:6][CH2:5]1.C(N(CC)CC)C.C([O:20][C:21](=O)[CH:22]([C:28]1[C:33]([CH3:34])=[CH:32][C:31]([CH3:35])=[CH:30][C:29]=1[CH3:36])[C:23](OCC)=[O:24])C.[OH-].[Na+].